From a dataset of Reaction yield outcomes from USPTO patents with 853,638 reactions. Predict the reaction yield, written as a fraction of the theoretical maximum amount of product (1.0 means a 100% yield; for example, 0.34 means a 34% yield). (1) The reactants are [C:1]1([CH3:9])[C:2]([C:7]#[N:8])=[CH:3][CH:4]=[CH:5][CH:6]=1.CN1C(=O)N(C)CCC1.[Li+].CC([N-]C(C)C)C.[F:27][C:28]([F:42])([C:35]1[CH:40]=[CH:39][C:38]([F:41])=[CH:37][CH:36]=1)[C:29](N(OC)C)=[O:30].[Cl-].[NH4+]. The catalyst is C1COCC1.CCCCCC.C1COCC1.C1C=CC=CC=1. The product is [F:42][C:28]([F:27])([C:35]1[CH:40]=[CH:39][C:38]([F:41])=[CH:37][CH:36]=1)[C:29](=[O:30])[CH2:9][C:1]1[CH:6]=[CH:5][CH:4]=[CH:3][C:2]=1[C:7]#[N:8]. The yield is 0.140. (2) The reactants are [I-].[Cl:2][C:3]1[CH:42]=[N:41][CH:40]=[C:39]([Cl:43])[C:4]=1[C:5]([NH:7][C:8]1[CH:13]=[CH:12][C:11]([CH2:14][C@H:15]([NH:21][C:22]2[C:25]3([CH2:30][CH2:29][CH2:28][CH2:27][CH2:26]3)[C:24](=[O:31])[C:23]=2[C:32]2[CH2:33][N:34]([CH3:38])[CH:35]=[CH:36][CH:37]=2)[C:16]([O:18][CH2:19][CH3:20])=[O:17])=[CH:10][CH:9]=1)=[O:6].[H][H]. The catalyst is CCO.[Pt](=O)=O. The product is [Cl:43][C:39]1[CH:40]=[N:41][CH:42]=[C:3]([Cl:2])[C:4]=1[C:5]([NH:7][C:8]1[CH:13]=[CH:12][C:11]([CH2:14][C@H:15]([NH:21][C:22]2[C:25]3([CH2:26][CH2:27][CH2:28][CH2:29][CH2:30]3)[C:24](=[O:31])[C:23]=2[CH:32]2[CH2:37][CH2:36][CH2:35][N:34]([CH3:38])[CH2:33]2)[C:16]([O:18][CH2:19][CH3:20])=[O:17])=[CH:10][CH:9]=1)=[O:6]. The yield is 1.00. (3) The reactants are [CH3:1][O:2][C:3]1[CH:8]=[CH:7][C:6]([C:9]2[CH:14]=[CH:13][CH:12]=[CH:11][C:10]=2[CH3:15])=[CH:5][C:4]=1[CH:16]=O.O.NN.[OH-].[K+]. The catalyst is C(O)COCCOCCO. The product is [CH3:15][C:10]1[CH:11]=[CH:12][CH:13]=[CH:14][C:9]=1[C:6]1[CH:7]=[CH:8][C:3]([O:2][CH3:1])=[C:4]([CH3:16])[CH:5]=1. The yield is 0.750. (4) The reactants are Cl[C:2]1[N:7]=[CH:6][N:5]=[C:4]([NH:8][C:9]2[CH:10]=[C:11]([NH:15]C(=O)OC(C)(C)C)[CH:12]=[CH:13][CH:14]=2)[CH:3]=1.[Cl:23][C:24]1[CH:25]=[C:26]([OH:31])[CH:27]=[CH:28][C:29]=1[F:30].C(=O)([O-])[O-].[K+].[K+]. The catalyst is CN(C=O)C.O. The product is [Cl:23][C:24]1[CH:25]=[C:26]([CH:27]=[CH:28][C:29]=1[F:30])[O:31][C:2]1[N:7]=[CH:6][N:5]=[C:4]([NH:8][C:9]2[CH:14]=[CH:13][CH:12]=[C:11]([NH2:15])[CH:10]=2)[CH:3]=1. The yield is 0.450. (5) The reactants are [C:1]1([CH:7]=[CH:8][C:9](=[O:18])[CH:10]=[CH:11][C:12]2[CH:17]=[CH:16][CH:15]=[CH:14][CH:13]=2)[CH:6]=[CH:5][CH:4]=[CH:3][CH:2]=1. The catalyst is [Pd].C(OCC)(=O)C. The product is [C:12]1([CH2:11][CH2:10][C:9](=[O:18])[CH2:8][CH2:7][C:1]2[CH:2]=[CH:3][CH:4]=[CH:5][CH:6]=2)[CH:17]=[CH:16][CH:15]=[CH:14][CH:13]=1. The yield is 0.800. (6) The reactants are [N:1]1[CH:6]=[CH:5][CH:4]=[CH:3][C:2]=1[CH2:7][NH2:8].C(N(CC)CC)C.[CH2:16]([O:18][C:19]1[CH:24]=[CH:23][C:22]([S:25](Cl)(=[O:27])=[O:26])=[CH:21][CH:20]=1)[CH3:17]. The catalyst is C(Cl)Cl. The product is [CH2:16]([O:18][C:19]1[CH:20]=[CH:21][C:22]([S:25]([NH:8][CH2:7][C:2]2[CH:3]=[CH:4][CH:5]=[CH:6][N:1]=2)(=[O:27])=[O:26])=[CH:23][CH:24]=1)[CH3:17]. The yield is 0.350. (7) The reactants are [F:1][C:2]1[CH:3]=[C:4]([C:9](=[O:30])[C:10](=[C:19]2[NH:23][C:22]3[CH:24]=[CH:25][C:26]([CH2:28][OH:29])=[CH:27][C:21]=3[NH:20]2)[C:11]([C:13]2[CH:18]=[CH:17][CH:16]=[CH:15][CH:14]=2)=[O:12])[CH:5]=[C:6]([F:8])[CH:7]=1.C[N+]1([O-])CCOCC1. The catalyst is CCC[N+](CCC)(CCC)CCC.[O-][Ru](=O)(=O)=O.ClCCl. The product is [F:1][C:2]1[CH:3]=[C:4]([CH:5]=[C:6]([F:8])[CH:7]=1)[C:9]([C:10](=[C:19]1[NH:23][C:22]2[CH:24]=[CH:25][C:26]([CH:28]=[O:29])=[CH:27][C:21]=2[NH:20]1)[C:11](=[O:12])[C:13]1[CH:18]=[CH:17][CH:16]=[CH:15][CH:14]=1)=[O:30]. The yield is 0.440. (8) The reactants are [CH2:1]([O:3][CH:4]([O:31][CH2:32][CH3:33])[CH2:5][N:6]1[C:14]2[C:9](=[CH:10][CH:11]=[CH:12][CH:13]=2)[C:8]([CH2:26][C:27]([OH:29])=O)([NH:15][C:16]([NH:18][C:19]2[CH:24]=[CH:23][C:22]([CH3:25])=[CH:21][CH:20]=2)=[O:17])[C:7]1=[O:30])[CH3:2].[NH2:34][C:35]1[CH:42]=[CH:41][C:38]([CH2:39][OH:40])=[CH:37][CH:36]=1.Cl.C(N=C=NCCCN(C)C)C.O. The catalyst is C(#N)C.C(OCC)(=O)C. The product is [CH2:1]([O:3][CH:4]([O:31][CH2:32][CH3:33])[CH2:5][N:6]1[C:14]2[C:13](=[CH:12][CH:11]=[CH:10][CH:9]=2)[C@@:8]([CH2:26][C:27]([NH:34][C:35]2[CH:42]=[CH:41][C:38]([CH2:39][OH:40])=[CH:37][CH:36]=2)=[O:29])([NH:15][C:16]([NH:18][C:19]2[CH:20]=[CH:21][C:22]([CH3:25])=[CH:23][CH:24]=2)=[O:17])[C:7]1=[O:30])[CH3:2]. The yield is 0.880. (9) The reactants are O=[C:2]([CH2:8][CH3:9])[CH2:3][C:4]([O:6][CH3:7])=[O:5].[NH2:10][C:11]1[CH:16]=[CH:15][CH:14]=[CH:13][CH:12]=1. The catalyst is O.C1(C)C=CC(S(O)(=O)=O)=CC=1.C1CCCCC1. The product is [C:11]1([NH:10]/[C:2](/[CH2:8][CH3:9])=[CH:3]\[C:4]([O:6][CH3:7])=[O:5])[CH:16]=[CH:15][CH:14]=[CH:13][CH:12]=1. The yield is 0.720.